Dataset: NCI-60 drug combinations with 297,098 pairs across 59 cell lines. Task: Regression. Given two drug SMILES strings and cell line genomic features, predict the synergy score measuring deviation from expected non-interaction effect. Drug 1: C1CC(C1)(C(=O)O)C(=O)O.[NH2-].[NH2-].[Pt+2]. Drug 2: COCCOC1=C(C=C2C(=C1)C(=NC=N2)NC3=CC=CC(=C3)C#C)OCCOC.Cl. Cell line: PC-3. Synergy scores: CSS=7.21, Synergy_ZIP=-2.42, Synergy_Bliss=4.57, Synergy_Loewe=-1.80, Synergy_HSA=0.810.